This data is from Full USPTO retrosynthesis dataset with 1.9M reactions from patents (1976-2016). The task is: Predict the reactants needed to synthesize the given product. (1) Given the product [CH2:8]([O:10][C:11]1[CH:18]=[CH:17][C:14](/[CH:15]=[N:7]/[S@:5]([C:2]([CH3:4])([CH3:3])[CH3:1])=[O:6])=[CH:13][C:12]=1[F:19])[CH3:9], predict the reactants needed to synthesize it. The reactants are: [CH3:1][C:2]([S@@:5]([NH2:7])=[O:6])([CH3:4])[CH3:3].[CH2:8]([O:10][C:11]1[CH:18]=[CH:17][C:14]([CH:15]=O)=[CH:13][C:12]=1[F:19])[CH3:9].C1(C)C=CC(S([O-])(=O)=O)=CC=1.[NH+]1C=CC=CC=1.[O-]S([O-])(=O)=O.[Mg+2]. (2) Given the product [NH2:14][C:11]1[CH:12]=[CH:13][C:8]([S:7][C:3]2[N:2]=[CH:6][N:5]([CH3:20])[N:4]=2)=[CH:9][CH:10]=1, predict the reactants needed to synthesize it. The reactants are: C[N:2]1[CH:6]=[N:5][N:4]=[C:3]1[S:7][C:8]1[CH:13]=[CH:12][C:11]([N+:14]([O-])=O)=[CH:10][CH:9]=1.[Cl-].[Ca+2].[Cl-].[CH2:20](O)C. (3) Given the product [Br-:20].[Br-:19].[CH3:35][N+:25]([CH3:34])([CH2:26][CH2:27][CH2:28][C:29]([O:31][CH2:32][CH3:33])=[O:30])[CH2:24][CH2:23][CH2:22][CH2:21][S:18][C:4]1[CH:3]=[C:2]([CH3:1])[C:11]2[C:6](=[CH:7][CH:8]=[CH:9][CH:10]=2)[N+:5]=1[C:12]1[CH:17]=[CH:16][CH:15]=[CH:14][CH:13]=1, predict the reactants needed to synthesize it. The reactants are: [CH3:1][C:2]1[C:11]2[C:6](=[CH:7][CH:8]=[CH:9][CH:10]=2)[N:5]([C:12]2[CH:17]=[CH:16][CH:15]=[CH:14][CH:13]=2)[C:4](=[S:18])[CH:3]=1.[Br-:19].[Br:20][CH2:21][CH2:22][CH2:23][CH2:24][N+:25]([CH3:35])([CH3:34])[CH2:26][CH2:27][CH2:28][C:29]([O:31][CH2:32][CH3:33])=[O:30]. (4) Given the product [CH:19]1([CH2:22][N:15]2[C:14](=[O:16])[O:13][N:12]=[C:11]2[C:7]2[CH:6]=[C:5]([C:4]([F:3])([F:17])[F:18])[CH:10]=[CH:9][N:8]=2)[CH2:21][CH2:20]1, predict the reactants needed to synthesize it. The reactants are: [H-].[Na+].[F:3][C:4]([F:18])([F:17])[C:5]1[CH:10]=[CH:9][N:8]=[C:7]([C:11]2[NH:12][O:13][C:14](=[O:16])[N:15]=2)[CH:6]=1.[CH:19]1([CH2:22]Br)[CH2:21][CH2:20]1.[Cl-].[NH4+]. (5) Given the product [F:1][C:2]1[CH:3]=[CH:4][C:5]([N:8]2[C:16]3[C:11](=[CH:12][C:13]([CH:17]([C:24]4[CH:25]=[CH:26][CH:27]=[CH:28][CH:29]=4)[CH:18]([CH2:22][CH3:23])[C:19]([NH:35][C:31]4[S:30][CH:34]=[N:33][N:32]=4)=[O:21])=[CH:14][CH:15]=3)[CH:10]=[N:9]2)=[CH:6][CH:7]=1, predict the reactants needed to synthesize it. The reactants are: [F:1][C:2]1[CH:7]=[CH:6][C:5]([N:8]2[C:16]3[C:11](=[CH:12][C:13]([CH:17]([C:24]4[CH:29]=[CH:28][CH:27]=[CH:26][CH:25]=4)[CH:18]([CH2:22][CH3:23])[C:19]([OH:21])=O)=[CH:14][CH:15]=3)[CH:10]=[N:9]2)=[CH:4][CH:3]=1.[S:30]1[CH:34]=[N:33][N:32]=[C:31]1[NH2:35]. (6) Given the product [ClH:25].[Br:24][C:16]1[C:17]([N:19]([CH3:23])[CH:20]([CH3:21])[CH3:22])=[N:18][C:12]2[O:11][CH2:10][CH2:9][NH:8][CH2:14][C:13]=2[N:15]=1, predict the reactants needed to synthesize it. The reactants are: C([N:8]1[CH2:14][C:13]2[N:15]=[C:16]([Br:24])[C:17]([N:19]([CH3:23])[CH:20]([CH3:22])[CH3:21])=[N:18][C:12]=2[O:11][CH2:10][CH2:9]1)C1C=CC=CC=1.[Cl:25]C(OC(Cl)C)=O. (7) Given the product [C:25]([O:19][CH2:18][C:9]1[C:8]([CH:20]([CH3:22])[CH3:21])=[N:7][N:6]2[C:2]([Cl:1])=[CH:3][CH:4]=[C:5]2[C:10]=1[C:11]1[CH:12]=[CH:13][C:14]([F:17])=[CH:15][CH:16]=1)(=[O:27])[CH3:26], predict the reactants needed to synthesize it. The reactants are: [Cl:1][C:2]1[N:6]2[N:7]=[C:8]([CH:20]([CH3:22])[CH3:21])[C:9]([CH2:18][OH:19])=[C:10]([C:11]3[CH:16]=[CH:15][C:14]([F:17])=[CH:13][CH:12]=3)[C:5]2=[CH:4][CH:3]=1.[H-].[Na+].[C:25](OCCBr)(=[O:27])[CH3:26]. (8) The reactants are: [Si:1]([O:8][CH:9]1[CH2:13][CH2:12][N:11]([C:14]2[CH:22]=[C:21]3[C:17]([CH:18]=[CH:19][NH:20]3)=[CH:16][CH:15]=2)[CH2:10]1)([C:4]([CH3:7])([CH3:6])[CH3:5])([CH3:3])[CH3:2].[CH3:23][C:24]1[C:29](/[CH:30]=[CH:31]/[N+:32]([O-:34])=[O:33])=[CH:28][CH:27]=[CH:26][C:25]=1[NH:35][C:36](=[O:45])[O:37][CH2:38][C:39]1[CH:44]=[CH:43][CH:42]=[CH:41][CH:40]=1. Given the product [Si:1]([O:8][CH:9]1[CH2:13][CH2:12][N:11]([C:14]2[CH:22]=[C:21]3[C:17]([C:18]([CH:30]([C:29]4[C:24]([CH3:23])=[C:25]([NH:35][C:36](=[O:45])[O:37][CH2:38][C:39]5[CH:40]=[CH:41][CH:42]=[CH:43][CH:44]=5)[CH:26]=[CH:27][CH:28]=4)[CH2:31][N+:32]([O-:34])=[O:33])=[CH:19][NH:20]3)=[CH:16][CH:15]=2)[CH2:10]1)([C:4]([CH3:7])([CH3:5])[CH3:6])([CH3:3])[CH3:2], predict the reactants needed to synthesize it. (9) Given the product [C:1]([O:5][C:6]([N:8]1[CH2:9][C@@H:10]([C:24](=[O:26])[NH:28][C:32]2[CH:33]=[CH:34][CH:35]=[CH:36][CH:31]=2)[C@H:11]([NH:13][C:14]([O:16][CH2:17][C:18]2[CH:19]=[CH:20][CH:21]=[CH:22][CH:23]=2)=[O:15])[CH2:12]1)=[O:7])([CH3:2])([CH3:4])[CH3:3], predict the reactants needed to synthesize it. The reactants are: [C:1]([O:5][C:6]([N:8]1[CH2:12][C@@H:11]([NH:13][C:14]([O:16][CH2:17][C:18]2[CH:23]=[CH:22][CH:21]=[CH:20][CH:19]=2)=[O:15])[C@H:10]([C:24]([OH:26])=O)[CH2:9]1)=[O:7])([CH3:4])([CH3:3])[CH3:2].O[N:28]1[C:32]2[CH:33]=[CH:34][CH:35]=[CH:36][C:31]=2N=N1.NC1C=CC=CC=1.Cl.CN(C)CCCN=C=NCC. (10) Given the product [Cl:17][C:15]1[N:16]=[C:11]2[C:10]([NH:19][C:20](=[O:26])[O:21][C:22]([CH3:24])([CH3:23])[CH3:25])=[N:9][C@@:8]([C:6]3[CH:7]=[C:2]([NH:1][C:36]([C:33]4[CH:34]=[CH:35][N:31]([CH:30]([F:39])[F:29])[N:32]=4)=[O:37])[CH:3]=[CH:4][C:5]=3[F:28])([CH3:27])[CH2:13][N:12]2[C:14]=1[Cl:18], predict the reactants needed to synthesize it. The reactants are: [NH2:1][C:2]1[CH:3]=[CH:4][C:5]([F:28])=[C:6]([C@:8]2([CH3:27])[CH2:13][N:12]3[C:14]([Cl:18])=[C:15]([Cl:17])[N:16]=[C:11]3[C:10]([NH:19][C:20](=[O:26])[O:21][C:22]([CH3:25])([CH3:24])[CH3:23])=[N:9]2)[CH:7]=1.[F:29][CH:30]([F:39])[N:31]1[CH:35]=[CH:34][C:33]([C:36](O)=[O:37])=[N:32]1.